This data is from Forward reaction prediction with 1.9M reactions from USPTO patents (1976-2016). The task is: Predict the product of the given reaction. (1) Given the reactants [CH:1](=O)[CH:2]([CH3:4])[CH3:3].[NH2:6][C:7]1[CH:12]=[CH:11][CH:10]=[CH:9][CH:8]=1.C(#N)C.C(=O)=O.P(O)(O[C:29]1[CH:34]=[CH:33][CH:32]=[CH:31][CH:30]=1)(O[C:29]1[CH:34]=[CH:33][CH:32]=[CH:31][CH:30]=1)=O.[CH:36](/[NH:39][C:40](=[O:49])[O:41][CH2:42]C1C=CC=CC=1)=[CH:37]\[CH3:38], predict the reaction product. The product is: [CH:2]([C@H:1]1[C@H:37]([CH3:38])[C@@H:36]([NH:39][C:40](=[O:49])[O:41][CH2:42][C:29]2[CH:30]=[CH:31][CH:32]=[CH:33][CH:34]=2)[C:12]2[C:7](=[CH:8][CH:9]=[CH:10][CH:11]=2)[NH:6]1)([CH3:4])[CH3:3]. (2) Given the reactants C(OCC)(=O)C.[CH3:7][CH2:8][N:9]([C:12]([C:14]1([C:19]2[CH:20]=[CH:21][CH:22]=[CH:23][CH:24]=2)[CH:16]([CH2:17][NH2:18])[CH2:15]1)=[O:13])[CH2:10][CH3:11].[ClH:25].C(OCC)(=O)C, predict the reaction product. The product is: [CH3:11][CH2:10][N:9]([C:12]([C:14]1([C:19]2[CH:20]=[CH:21][CH:22]=[CH:23][CH:24]=2)[CH:16]([CH2:17][NH2:18])[CH2:15]1)=[O:13])[CH2:8][CH3:7].[ClH:25].[ClH:25]. (3) Given the reactants [Cl:1][CH:2]1[CH2:6][CH2:5][CH2:4][C:3]1=O.[NH2:8][C:9]([NH2:11])=[S:10], predict the reaction product. The product is: [ClH:1].[S:10]1[C:3]2[CH2:4][CH2:5][CH2:6][C:2]=2[N:8]=[C:9]1[NH2:11]. (4) The product is: [CH3:42][O:43][C:44]([C:46]1[N:47]=[C:48]([NH:51][C:52](=[O:62])[C@@H:53]([NH:61][C:10](=[O:12])[CH:9]([NH:8][C:6]([O:5][C:1]([CH3:2])([CH3:3])[CH3:4])=[O:7])[C:13]2[CH:18]=[CH:17][C:16]([O:19][CH2:20][CH2:21][O:22][CH3:23])=[CH:15][CH:14]=2)[CH2:54][C:55]2[CH:60]=[CH:59][CH:58]=[CH:57][CH:56]=2)[S:49][CH:50]=1)=[O:45]. Given the reactants [C:1]([O:5][C:6]([NH:8][C@H:9]([C:13]1[CH:18]=[CH:17][C:16]([O:19][CH2:20][CH2:21][O:22][CH3:23])=[CH:15][CH:14]=1)[C:10]([OH:12])=O)=[O:7])([CH3:4])([CH3:3])[CH3:2].ClC1N=C(OC)N=C(OC)N=1.CN1CCOCC1.[CH3:42][O:43][C:44]([C:46]1[N:47]=[C:48]([NH:51][C:52](=[O:62])[C@@H:53]([NH2:61])[CH2:54][C:55]2[CH:60]=[CH:59][CH:58]=[CH:57][CH:56]=2)[S:49][CH:50]=1)=[O:45], predict the reaction product. (5) Given the reactants Br[C:2]1[N:3]=[C:4]([CH:26]([C:40]2[CH:45]=[C:44]([O:46][CH2:47][CH3:48])[CH:43]=[C:42]([O:49][CH:50]([CH3:52])[CH3:51])[C:41]=2[F:53])[NH:27][C:28]2[CH:33]=[CH:32][C:31]([C:34]3[N:38]=[C:37]([CH3:39])[O:36][N:35]=3)=[CH:30][CH:29]=2)[N:5]([C:7]([C:20]2[CH:25]=[CH:24][CH:23]=[CH:22][CH:21]=2)([C:14]2[CH:19]=[CH:18][CH:17]=[CH:16][CH:15]=2)[C:8]2[CH:13]=[CH:12][CH:11]=[CH:10][CH:9]=2)[CH:6]=1.[CH:54]([C:56]1[CH:61]=[CH:60][CH:59]=[CH:58][C:57]=1B(O)O)=[O:55].C([O-])([O-])=O.[Na+].[Na+], predict the reaction product. The product is: [CH2:47]([O:46][C:44]1[CH:43]=[C:42]([O:49][CH:50]([CH3:51])[CH3:52])[C:41]([F:53])=[C:40]([CH:26]([NH:27][C:28]2[CH:29]=[CH:30][C:31]([C:34]3[N:38]=[C:37]([CH3:39])[O:36][N:35]=3)=[CH:32][CH:33]=2)[C:4]2[N:5]([C:7]([C:14]3[CH:15]=[CH:16][CH:17]=[CH:18][CH:19]=3)([C:20]3[CH:25]=[CH:24][CH:23]=[CH:22][CH:21]=3)[C:8]3[CH:13]=[CH:12][CH:11]=[CH:10][CH:9]=3)[CH:6]=[C:2]([C:57]3[CH:58]=[CH:59][CH:60]=[CH:61][C:56]=3[CH:54]=[O:55])[N:3]=2)[CH:45]=1)[CH3:48]. (6) Given the reactants [CH2:1]([O:3][C:4]1[CH:9]=[CH:8][C:7](B(O)O)=[CH:6][C:5]=1[CH3:13])[CH3:2].Br[C:15]1[CH:16]=[C:17]([CH:19]=[CH:20][CH:21]=1)[NH2:18].C([O-])([O-])=O.[Na+].[Na+], predict the reaction product. The product is: [CH2:1]([O:3][C:4]1[CH:9]=[CH:8][C:7]([C:15]2[CH:21]=[CH:20][CH:19]=[C:17]([NH2:18])[CH:16]=2)=[CH:6][C:5]=1[CH3:13])[CH3:2]. (7) Given the reactants CS(C)=O.N[C@@H:6]([CH2:10][C:11]1[CH:16]=[CH:15][C:14]([O:17][CH2:18][C:19]2[CH:24]=[CH:23][CH:22]=[CH:21][CH:20]=2)=[CH:13][CH:12]=1)[C:7]([OH:9])=[O:8].[OH:25]S(O)(=O)=O.N([O-])=O.[Na+], predict the reaction product. The product is: [CH2:18]([O:17][C:14]1[CH:15]=[CH:16][C:11]([CH2:10][C@H:6]([OH:25])[C:7]([OH:9])=[O:8])=[CH:12][CH:13]=1)[C:19]1[CH:24]=[CH:23][CH:22]=[CH:21][CH:20]=1. (8) The product is: [Cl:4][C:5]1[CH:10]=[CH:9][C:8]([NH2:11])=[CH:7][C:6]=1[C:14]1[CH:15]=[N:16][CH:17]=[CH:18][CH:19]=1. Given the reactants [Sn](Cl)Cl.[Cl:4][C:5]1[CH:10]=[CH:9][C:8]([N+:11]([O-])=O)=[CH:7][C:6]=1[C:14]1[CH:15]=[N:16][CH:17]=[CH:18][CH:19]=1, predict the reaction product. (9) The product is: [CH3:23][C:17]1[CH:18]=[C:19]([CH3:22])[CH:20]=[CH:21][C:16]=1[N:13]1[CH2:12][CH2:11][N:10]([C:8]([C:5]2[CH:6]=[CH:7][C:2]([N:1]3[CH2:26][CH2:27][CH2:28][S:29]3(=[O:31])=[O:30])=[CH:3][C:4]=2[CH3:24])=[O:9])[CH2:15][CH2:14]1. Given the reactants [NH2:1][C:2]1[CH:7]=[CH:6][C:5]([C:8]([N:10]2[CH2:15][CH2:14][N:13]([C:16]3[CH:21]=[CH:20][C:19]([CH3:22])=[CH:18][C:17]=3[CH3:23])[CH2:12][CH2:11]2)=[O:9])=[C:4]([CH3:24])[CH:3]=1.Cl[CH2:26][CH2:27][CH2:28][S:29](Cl)(=[O:31])=[O:30], predict the reaction product.